This data is from Catalyst prediction with 721,799 reactions and 888 catalyst types from USPTO. The task is: Predict which catalyst facilitates the given reaction. (1) Reactant: [F:1][C:2]1[CH:21]=[CH:20][C:5]2[C:6]([C:9]3[CH:14]=[CH:13][C:12]([O:15][CH2:16][C@H:17]4[CH2:19][O:18]4)=[CH:11][CH:10]=3)=[N:7][O:8][C:4]=2[CH:3]=1.[CH3:22][O:23][CH2:24][C@@H:25]1[CH2:29][CH2:28][CH2:27][NH:26]1. Product: [F:1][C:2]1[CH:21]=[CH:20][C:5]2[C:6]([C:9]3[CH:14]=[CH:13][C:12]([O:15][CH2:16][CH:17]([OH:18])[CH2:19][N:26]4[CH2:27][CH2:28][CH2:29][CH:25]4[CH2:24][O:23][CH3:22])=[CH:11][CH:10]=3)=[N:7][O:8][C:4]=2[CH:3]=1. The catalyst class is: 737. (2) Reactant: [CH:1]([Li])([CH2:3]C)[CH3:2].CO[N:8]([CH3:14])[C:9](=O)[CH2:10][CH2:11][CH3:12].FC(F)(F)C(O)=O.[CH2:22]1[CH2:26][O:25][CH2:24][CH2:23]1. Product: [CH3:24][O:25][C:26]1[CH:12]=[C:11]2[C:14](=[CH:23][CH:22]=1)[NH:8][C:9]([CH2:2][CH2:1][CH3:3])=[CH:10]2. The catalyst class is: 4. (3) Reactant: [Br:1][C:2]1[CH:3]=[C:4]([CH:8]=[C:9]([Br:12])[C:10]=1[OH:11])[C:5]([OH:7])=O.S(Cl)(Cl)=O.[NH:17]1[CH2:22][CH2:21][O:20][C:19]2[N:23]=[CH:24][CH:25]=[CH:26][C:18]1=2.O. Product: [Br:12][C:9]1[CH:8]=[C:4]([C:5]([N:17]2[CH2:22][CH2:21][O:20][C:19]3[N:23]=[CH:24][CH:25]=[CH:26][C:18]2=3)=[O:7])[CH:3]=[C:2]([Br:1])[C:10]=1[OH:11]. The catalyst class is: 80. (4) Reactant: [Br:1][C:2]1[CH:9]=[CH:8]C(C#N)=[C:4]([O:10][C:11]2[C:16]([CH3:17])=[CH:15][C:14]([CH3:18])=[CH:13][C:12]=2[CH3:19])[CH:3]=1.[OH-:20].[Na+].Cl.[CH2:23]([OH:25])[CH3:24]. Product: [Br:1][C:2]1[CH:9]=[CH:8][C:24]([C:23]([OH:20])=[O:25])=[C:4]([O:10][C:11]2[C:16]([CH3:17])=[CH:15][C:14]([CH3:18])=[CH:13][C:12]=2[CH3:19])[CH:3]=1. The catalyst class is: 6.